Dataset: Peptide-MHC class II binding affinity with 134,281 pairs from IEDB. Task: Regression. Given a peptide amino acid sequence and an MHC pseudo amino acid sequence, predict their binding affinity value. This is MHC class II binding data. (1) The peptide sequence is EIPSFRWTQSLRRGL. The MHC is DRB1_0405 with pseudo-sequence DRB1_0405. The binding affinity (normalized) is 0.965. (2) The peptide sequence is RTLIGQEKYTDYLTV. The MHC is HLA-DQA10102-DQB10501 with pseudo-sequence HLA-DQA10102-DQB10501. The binding affinity (normalized) is 0.380. (3) The peptide sequence is VKINDKCPSTGEAHL. The MHC is DRB1_0701 with pseudo-sequence DRB1_0701. The binding affinity (normalized) is 0.180. (4) The peptide sequence is KKPTGKVTLEADVILPI. The MHC is HLA-DQA10201-DQB10301 with pseudo-sequence HLA-DQA10201-DQB10301. The binding affinity (normalized) is 0.439. (5) The peptide sequence is IAPAVQTNWQKLETFWAKHM. The MHC is DRB1_1501 with pseudo-sequence DRB1_1501. The binding affinity (normalized) is 0.662. (6) The peptide sequence is GEMRLRDDQRKVFRE. The MHC is DRB1_0801 with pseudo-sequence DRB1_0801. The binding affinity (normalized) is 0.